This data is from Catalyst prediction with 721,799 reactions and 888 catalyst types from USPTO. The task is: Predict which catalyst facilitates the given reaction. (1) Product: [C:6]([C:5]1[CH:8]=[CH:9][C:2]([C:16]([OH:18])=[O:17])=[CH:3][C:4]=1[CH3:10])#[N:7]. The catalyst class is: 1. Reactant: Br[C:2]1[CH:9]=[CH:8][C:5]([C:6]#[N:7])=[C:4]([CH3:10])[CH:3]=1.C([Li])CCC.[C:16](=[O:18])=[O:17].O. (2) Product: [OH:45][CH:33]([C@@H:32]([NH:31][C:1](=[O:2])[O:12][C@H:11]1[C:6]([CH3:13])([CH3:5])[CH2:7][O:8][C:9]1=[O:10])[CH2:46][CH2:47][CH2:48][CH3:49])[C:34](=[O:35])[NH:36][C@@H:37]([C:39]1[CH:44]=[CH:43][CH:42]=[CH:41][CH:40]=1)[CH3:38]. The catalyst class is: 7. Reactant: [C:1](Cl)(Cl)=[O:2].[CH3:5][C:6]1([CH3:13])[C@H:11]([OH:12])[C:9](=[O:10])[O:8][CH2:7]1.N1C2C(=CC=CC=2)C=CC=1.C(N(CC)CC)C.[NH2:31][C@@H:32]([CH2:46][CH2:47][CH2:48][CH3:49])[CH:33]([OH:45])[C:34]([NH:36][C@@H:37]([C:39]1[CH:44]=[CH:43][CH:42]=[CH:41][CH:40]=1)[CH3:38])=[O:35].